From a dataset of NCI-60 drug combinations with 297,098 pairs across 59 cell lines. Regression. Given two drug SMILES strings and cell line genomic features, predict the synergy score measuring deviation from expected non-interaction effect. (1) Drug 1: CCN(CC)CCCC(C)NC1=C2C=C(C=CC2=NC3=C1C=CC(=C3)Cl)OC. Drug 2: CC1=C(C(=O)C2=C(C1=O)N3CC4C(C3(C2COC(=O)N)OC)N4)N. Cell line: RPMI-8226. Synergy scores: CSS=50.2, Synergy_ZIP=-1.86, Synergy_Bliss=-3.66, Synergy_Loewe=0.525, Synergy_HSA=2.33. (2) Drug 1: CCC1=CC2CC(C3=C(CN(C2)C1)C4=CC=CC=C4N3)(C5=C(C=C6C(=C5)C78CCN9C7C(C=CC9)(C(C(C8N6C)(C(=O)OC)O)OC(=O)C)CC)OC)C(=O)OC.C(C(C(=O)O)O)(C(=O)O)O. Drug 2: CCC(=C(C1=CC=CC=C1)C2=CC=C(C=C2)OCCN(C)C)C3=CC=CC=C3.C(C(=O)O)C(CC(=O)O)(C(=O)O)O. Cell line: HOP-92. Synergy scores: CSS=32.4, Synergy_ZIP=-0.108, Synergy_Bliss=0.687, Synergy_Loewe=-16.4, Synergy_HSA=1.69. (3) Drug 1: CC(C)(C1=NC(=CC=C1)N2C3=NC(=NC=C3C(=O)N2CC=C)NC4=CC=C(C=C4)N5CCN(CC5)C)O. Drug 2: C1CCC(C(C1)[NH-])[NH-].C(=O)(C(=O)[O-])[O-].[Pt+4]. Cell line: OVCAR3. Synergy scores: CSS=67.0, Synergy_ZIP=5.05, Synergy_Bliss=4.78, Synergy_Loewe=-30.0, Synergy_HSA=11.2. (4) Drug 1: C1=C(C(=O)NC(=O)N1)N(CCCl)CCCl. Drug 2: CCC1(CC2CC(C3=C(CCN(C2)C1)C4=CC=CC=C4N3)(C5=C(C=C6C(=C5)C78CCN9C7C(C=CC9)(C(C(C8N6C)(C(=O)OC)O)OC(=O)C)CC)OC)C(=O)OC)O.OS(=O)(=O)O. Cell line: NCI/ADR-RES. Synergy scores: CSS=11.1, Synergy_ZIP=-2.91, Synergy_Bliss=-5.95, Synergy_Loewe=-3.67, Synergy_HSA=-4.56.